From a dataset of Experimentally validated miRNA-target interactions with 360,000+ pairs, plus equal number of negative samples. Binary Classification. Given a miRNA mature sequence and a target amino acid sequence, predict their likelihood of interaction. (1) The miRNA is hsa-miR-4672 with sequence UUACACAGCUGGACAGAGGCA. The protein sequence of the target gene is MEKREAFIQAVSKELVEEFLQFLQLDKDSSNPFSLSELLDELSRKQKEELWQRLKDLLTETLLESPVDRWQTVEVEGADDMESEHSPKMRKSIKIICAIVTVILASVSIINEHENYGALLECAVILNGILYALPESEQKLQNSIQDLCVKWWERGLPAKEDMGKTAFIMLLRRSLETKSGADVCRLWRIHQALYCFDYDWEESREIKDMLLECFINVNYIKKEEGRRFLSFLFSWNVDFIKMIHETIKNQLAGLQKSLMVHIAEIYFRAWKKASGKMLETIEYDCIQDFMFHGIHLLRRS.... Result: 0 (no interaction). (2) The miRNA is hsa-miR-3622b-5p with sequence AGGCAUGGGAGGUCAGGUGA. The protein sequence of the target gene is MKSLLFTLAVFMLLAQLVSGNWYVKKCLNDVGICKKKCKPEEMHVKNGWAMCGKQRDCCVPADRRANYPVFCVQTKTTRISTVTATTATTTLMMTTASMSSMAPTPVSPTG. Result: 0 (no interaction). (3) The miRNA is hsa-miR-6734-3p with sequence CCCUUCCCUCACUCUUCUCUCAG. The protein sequence of the target gene is MRWFLPWTLAAVTAAAASTVLATALSPAPTTMDFTPAPLEDTSSRPQFCKWPCECPPSPPRCPLGVSLITDGCECCKMCAQQLGDNCTEAAICDPHRGLYCDYSGDRPRYAIGVCAQVVGVGCVLDGVRYNNGQSFQPNCKYNCTCIDGAVGCTPLCLRVRPPRLWCPHPRRVSIPGHCCEQWVCEDDAKRPRKTAPRDTGAFDAVGEVEAWHRNCIAYTSPWSPCSTSCGLGVSTRISNVNAQCWPEQESRLCNLRPCDVDIHTLIKAGKKCLAVYQPEASMNFTLAGCISTRSYQPKY.... Result: 1 (interaction). (4) The miRNA is hsa-miR-124-3p with sequence UAAGGCACGCGGUGAAUGCCAA. The protein sequence of the target gene is MAETEALSKLREDFRMQNKSVFILGASGETGRVLLKEILEQGLFSKVTLIGRRKLTFDEEAYKNVNQEVVDFEKLDDYASAFQGHDVGFCCLGTTRGKAGAEGFVRVDRDYVLKSAELAKAGGCKHFNLLSSKGADKSSNFLYLQVKGEVEAKVEELKFDRYSVFRPGVLLCDRQESRPGEWLVRKFFGSLPDSWASGHSVPVVTVVRAMLNNVVRPRDKQMELLENKAIHDLGKAHGSLKP. Result: 1 (interaction). (5) The miRNA is hsa-miR-6775-5p with sequence UCGGGGCAUGGGGGAGGGAGGCUGG. The protein sequence of the target gene is MAANKSKGQSSLALHKVIMVGSGGVGKSALTLQFMYDEFVEDYEPTKADSYRKKVVLDGEEVQIDILDTAGQEDYAAIRDNYFRSGEGFLLVFSITEHESFTATAEFREQILRVKAEEDKIPLLVVGNKSDLEERRQVPVEEARSKAEEWGVQYVETSAKTRANVDKVFFDLMREIRTKKMSENKDKNGKKSSKNKKSFKERCCLL. Result: 0 (no interaction). (6) The miRNA is mmu-miR-713 with sequence UGCACUGAAGGCACACAGC. The protein sequence of the target gene is MFLAVLYCLLWSFQISDGHFPRACASSKNLLAKECCPPWMGDGSPCGQLSGRGSCQDILLSSAPSGPQFPFKGVDDRESWPSVFYNRTCQCSGNFMGFNCGNCKFGFGGPNCTEKRVLIRRNIFDLSVSEKNKFFSYLTLAKHTISSVYVIPTGTYGQMNNGSTPMFNDINIYDLFVWMHYYVSRDTLLGGSEIWRDIDFAHEAPGFLPWHRLFLLLWEQEIRELTGDENFTVPYWDWRDAENCDICTDEYLGGRHPENPNLLSPASFFSSWQIICSRSEEYNSHQVLCDGTPEGPLLRN.... Result: 1 (interaction).